From a dataset of Full USPTO retrosynthesis dataset with 1.9M reactions from patents (1976-2016). Predict the reactants needed to synthesize the given product. (1) The reactants are: C[O:2][C:3](=[O:9])[C:4]([CH3:8])([CH3:7])[CH2:5][OH:6].[H-].[Na+].[CH2:12](Br)[C:13]1[CH:18]=[CH:17][CH:16]=[CH:15][CH:14]=1.O. Given the product [CH2:12]([O:6][CH2:5][C:4]([CH3:8])([CH3:7])[C:3]([OH:2])=[O:9])[C:13]1[CH:18]=[CH:17][CH:16]=[CH:15][CH:14]=1, predict the reactants needed to synthesize it. (2) Given the product [Br:11][C:9]1[CH:8]=[CH:7][C:3]([C:4]([NH:31][C:28]2[CH:27]=[CH:26][C:25]([O:24][C:23]([F:32])([F:33])[F:22])=[CH:30][CH:29]=2)=[O:6])=[C:2]([OH:13])[CH:10]=1, predict the reactants needed to synthesize it. The reactants are: N[C:2]1[CH:10]=[C:9]([Br:11])[CH:8]=[CH:7][C:3]=1[C:4]([OH:6])=O.S(Cl)(Cl)=[O:13].N1C=CC=CC=1.[F:22][C:23]([F:33])([F:32])[O:24][C:25]1[CH:30]=[CH:29][C:28]([NH2:31])=[CH:27][CH:26]=1. (3) Given the product [Cl:6][C:7]1[CH:8]=[CH:9][C:10]([CH2:13][C:14]2[CH:15]=[CH:16][N:17]=[CH:18][CH:19]=2)=[CH:11][C:12]=1[S:2]([Cl:1])(=[O:5])=[O:3], predict the reactants needed to synthesize it. The reactants are: [Cl:1][S:2]([OH:5])(=O)=[O:3].[Cl:6][C:7]1[CH:12]=[CH:11][C:10]([CH2:13][C:14]2[CH:19]=[CH:18][N:17]=[CH:16][CH:15]=2)=[CH:9][CH:8]=1.[Cl-].[Na+]. (4) Given the product [CH3:19][O:18][C:11]1[CH:12]=[CH:13][CH:14]=[C:15]([O:16][CH3:17])[C:10]=1[CH:2]1[N:1]([CH2:29][C:28]2[CH:31]=[CH:32][CH:33]=[C:26]([C:24]3[N:25]=[C:21]([CH3:20])[S:22][CH:23]=3)[CH:27]=2)[C:6](=[O:8])[CH2:5][CH2:4][CH2:3]1, predict the reactants needed to synthesize it. The reactants are: [NH2:1][CH:2]([C:10]1[C:15]([O:16][CH3:17])=[CH:14][CH:13]=[CH:12][C:11]=1[O:18][CH3:19])[CH2:3][CH2:4][CH2:5][C:6]([O:8]C)=O.[CH3:20][C:21]1[S:22][CH:23]=[C:24]([C:26]2[CH:27]=[C:28]([CH:31]=[CH:32][CH:33]=2)[CH:29]=O)[N:25]=1. (5) Given the product [CH3:19][O:1][C:11]1[CH:16]=[CH:15][C:14]([CH2:17][N:2]2[C:4]([NH2:8])=[CH:5][C:6]([CH3:7])=[N:3]2)=[CH:13][CH:12]=1, predict the reactants needed to synthesize it. The reactants are: [OH2:1].[NH2:2][NH2:3].[C:4](#[N:8])/[CH:5]=[CH:6]/[CH3:7].CO[C:11]1[CH:12]=[CH:13][C:14]([CH:17]=O)=[CH:15][CH:16]=1.[CH2:19]1COCC1. (6) Given the product [CH3:32][N:34]([CH:37]=[N:29][S:28]([C:25]1[CH:24]=[CH:23][C:22]([C:9]2[C:8]([CH3:7])=[C:12]([N:13]3[CH2:14][CH2:15][O:16][CH2:17][CH2:18]3)[S:11][C:10]=2[C:19]([N:41]([O:42][CH3:43])[CH3:40])=[O:21])=[CH:27][CH:26]=1)(=[O:30])=[O:31])[CH3:35], predict the reactants needed to synthesize it. The reactants are: C(Cl)(=O)C(Cl)=O.[CH3:7][C:8]1[C:9]([C:22]2[CH:27]=[CH:26][C:25]([S:28](=[O:31])(=[O:30])[NH2:29])=[CH:24][CH:23]=2)=[C:10]([C:19]([OH:21])=O)[S:11][C:12]=1[N:13]1[CH2:18][CH2:17][O:16][CH2:15][CH2:14]1.[CH2:32]([N:34]([CH2:37]C)[CH2:35]C)C.Cl.[CH3:40][NH:41][O:42][CH3:43]. (7) The reactants are: [CH3:1][CH:2]([CH3:35])[CH2:3][C@H:4]([NH:23][C:24]([C:26]1[S:27][C:28]2[CH:34]=[CH:33][CH:32]=[CH:31][C:29]=2[CH:30]=1)=[O:25])[C:5]([NH:7][CH2:8][C@H:9]1[CH2:13][CH2:12][O:11][C@@H:10]1[CH2:14][O:15]CC1C=CC=CC=1)=[O:6]. Given the product [OH:15][CH2:14][C@@H:10]1[C@@H:9]([CH2:8][NH:7][C:5]([C@@H:4]([NH:23][C:24]([C:26]2[S:27][C:28]3[CH:34]=[CH:33][CH:32]=[CH:31][C:29]=3[CH:30]=2)=[O:25])[CH2:3][CH:2]([CH3:35])[CH3:1])=[O:6])[CH2:13][CH2:12][O:11]1, predict the reactants needed to synthesize it. (8) Given the product [C:1]([O:5][C:6](=[O:18])[NH:7][CH2:8][C@H:9]([NH2:17])[C:10]1[CH:15]=[CH:14][CH:13]=[C:12]([Cl:16])[CH:11]=1)([CH3:4])([CH3:2])[CH3:3], predict the reactants needed to synthesize it. The reactants are: [C:1]([O:5][C:6](=[O:18])[NH:7][CH2:8][CH:9]([NH2:17])[C:10]1[CH:15]=[CH:14][CH:13]=[C:12]([Cl:16])[CH:11]=1)([CH3:4])([CH3:3])[CH3:2].CO. (9) Given the product [CH3:23][C:21]([C:24]1[CH:25]=[C:26]([S:30]([N:33]2[C:41]3[C:36](=[CH:37][C:38]([C:42]([F:43])([F:44])[F:45])=[CH:39][CH:40]=3)[CH:35]=[C:34]2[CH2:46][C:47]2[CH:48]=[CH:49][C:50]([C:51]3[O:52][C:8](=[O:9])[NH:54][N:53]=3)=[CH:55][CH:56]=2)(=[O:32])=[O:31])[CH:27]=[CH:28][CH:29]=1)([CH3:20])[CH3:22], predict the reactants needed to synthesize it. The reactants are: C(N(CC)CC)C.[C:8](N1C=CN=C1)(N1C=CN=C1)=[O:9].[CH3:20][C:21]([C:24]1[CH:25]=[C:26]([S:30]([N:33]2[C:41]3[C:36](=[CH:37][C:38]([C:42]([F:45])([F:44])[F:43])=[CH:39][CH:40]=3)[CH:35]=[C:34]2[CH2:46][C:47]2[CH:56]=[CH:55][C:50]([C:51]([NH:53][NH2:54])=[O:52])=[CH:49][CH:48]=2)(=[O:32])=[O:31])[CH:27]=[CH:28][CH:29]=1)([CH3:23])[CH3:22]. (10) Given the product [CH3:19][N:20]([CH3:21])[C:2]1[C:9]([C:10]([F:13])([F:12])[F:11])=[CH:8][CH:7]=[CH:6][C:3]=1[C:4]#[N:5], predict the reactants needed to synthesize it. The reactants are: F[C:2]1[C:9]([C:10]([F:13])([F:12])[F:11])=[CH:8][CH:7]=[CH:6][C:3]=1[C:4]#[N:5].O1CCCC1.[CH3:19][NH:20][CH3:21].C(OCC)(=O)C.